Dataset: Full USPTO retrosynthesis dataset with 1.9M reactions from patents (1976-2016). Task: Predict the reactants needed to synthesize the given product. (1) The reactants are: [O:1]1[CH2:5][CH2:4][CH:3](C(O)=O)[CH2:2]1.C1(P(N=[N+]=[N-])(C2C=CC=CC=2)=[O:16])C=CC=CC=1.C([N:28]([CH2:31]C)CC)C.[CH2:33]([OH:40])[C:34]1[CH:39]=[CH:38][CH:37]=[CH:36][CH:35]=1. Given the product [CH2:33]([O:40][C:31]([NH:28][CH:3]1[CH2:4][CH2:5][O:1][CH2:2]1)=[O:16])[C:34]1[CH:39]=[CH:38][CH:37]=[CH:36][CH:35]=1, predict the reactants needed to synthesize it. (2) Given the product [CH3:1][C:2]1[C:6]([CH2:7][N:8]2[CH:12]=[C:11]([N:13]3[C:17](=[O:18])[CH:16]([CH2:19][C:20]([NH:34][CH2:33][C:29]4[CH:30]=[CH:31][CH:32]=[C:27]([O:26][CH3:25])[CH:28]=4)=[O:21])[NH:15][C:14]3=[O:23])[CH:10]=[N:9]2)=[C:5]([CH3:24])[O:4][N:3]=1, predict the reactants needed to synthesize it. The reactants are: [CH3:1][C:2]1[C:6]([CH2:7][N:8]2[CH:12]=[C:11]([N:13]3[C:17](=[O:18])[CH:16]([CH2:19][C:20](O)=[O:21])[NH:15][C:14]3=[O:23])[CH:10]=[N:9]2)=[C:5]([CH3:24])[O:4][N:3]=1.[CH3:25][O:26][C:27]1[CH:28]=[C:29]([CH2:33][NH2:34])[CH:30]=[CH:31][CH:32]=1. (3) Given the product [ClH:20].[CH3:37][C@H:35]1[O:36][C@@H:31]([CH3:30])[CH2:32][N:33]([CH2:19][CH2:18][O:17][C:14]2[CH:15]=[C:16]3[C:11](=[CH:12][CH:13]=2)[O:10][C:9]([C:21]2[N:26]=[CH:25][N:24]4[CH:27]=[CH:28][CH:29]=[C:23]4[CH:22]=2)=[CH:8][C:7]3=[N:6][OH:5])[CH2:34]1, predict the reactants needed to synthesize it. The reactants are: C([O:5][N:6]=[C:7]1[C:16]2[C:11](=[CH:12][CH:13]=[C:14]([O:17][CH2:18][CH2:19][Cl:20])[CH:15]=2)[O:10][C:9]([C:21]2[N:26]=[CH:25][N:24]3[CH:27]=[CH:28][CH:29]=[C:23]3[CH:22]=2)=[CH:8]1)(C)(C)C.[CH3:30][C@H:31]1[O:36][C@@H:35]([CH3:37])[CH2:34][NH:33][CH2:32]1.